This data is from Full USPTO retrosynthesis dataset with 1.9M reactions from patents (1976-2016). The task is: Predict the reactants needed to synthesize the given product. (1) Given the product [CH:1]1([O:9][CH2:13][C:14]2[CH:22]=[CH:21][C:17]([C:18]([O:20][N:25]3[C:29](=[O:30])[CH2:28][CH2:27][C:26]3=[O:31])=[O:19])=[CH:16][CH:15]=2)[CH2:8][CH2:7][CH2:6][CH:5]=[CH:4][CH2:3][CH2:2]1, predict the reactants needed to synthesize it. The reactants are: [CH:1]1([OH:9])[CH2:8][CH2:7][CH2:6][CH:5]=[CH:4][CH2:3][CH2:2]1.[H-].[Na+].Br[CH2:13][C:14]1[CH:22]=[CH:21][C:17]([C:18]([OH:20])=[O:19])=[CH:16][CH:15]=1.Cl.O[N:25]1[C:29](=[O:30])[CH2:28][CH2:27][C:26]1=[O:31].C1(N=C=NC2CCCCC2)CCCCC1. (2) Given the product [F:20][C:21]1[CH:22]=[CH:23][C:24]([C:25]([CH:27]2[CH2:28][CH2:29][N:30]([CH2:33][C:34]([N:7]([CH2:8][C:9]3[NH:10][C:11](=[O:19])[C:12]4[CH2:18][O:17][CH2:16][CH2:15][C:13]=4[N:14]=3)[CH2:6][C:2]3[S:1][CH:5]=[CH:4][CH:3]=3)=[O:35])[CH2:31][CH2:32]2)=[O:26])=[CH:37][CH:38]=1, predict the reactants needed to synthesize it. The reactants are: [S:1]1[CH:5]=[CH:4][CH:3]=[C:2]1[CH2:6][NH:7][CH2:8][C:9]1[NH:10][C:11](=[O:19])[C:12]2[CH2:18][O:17][CH2:16][CH2:15][C:13]=2[N:14]=1.[F:20][C:21]1[CH:38]=[CH:37][C:24]([C:25]([CH:27]2[CH2:32][CH2:31][N:30]([CH2:33][C:34](O)=[O:35])[CH2:29][CH2:28]2)=[O:26])=[CH:23][CH:22]=1. (3) Given the product [NH2:1][C:2]1[CH:3]=[CH:4][C:5]([Br:11])=[C:6]([CH:10]=1)[C:7]([O:9][CH3:17])=[O:8], predict the reactants needed to synthesize it. The reactants are: [NH2:1][C:2]1[CH:3]=[CH:4][C:5]([Br:11])=[C:6]([CH:10]=1)[C:7]([OH:9])=[O:8].S(=O)(=O)(O)O.[CH3:17]O. (4) Given the product [Br:20][C:15]1[CH:14]=[CH:13][C:12]2[O:11][C@@H:10]3[CH2:2][C@H:1]([O:3][CH2:4][CH3:5])[O:8][C:6]([CH3:7])=[C:9]3[C:18](=[O:19])[C:17]=2[CH:16]=1, predict the reactants needed to synthesize it. The reactants are: [CH:1]([O:3][CH2:4][CH3:5])=[CH2:2].[C:6]([C:9]1[C:18](=[O:19])[C:17]2[C:12](=[CH:13][CH:14]=[C:15]([Br:20])[CH:16]=2)[O:11][CH:10]=1)(=[O:8])[CH3:7]. (5) Given the product [CH2:24]([O:23][C:21]([C:3]1[C:4]([CH3:20])=[N:5][C:6]2[C:11]([C:2]=1[NH2:1])=[C:10]([O:12][CH2:13][C:14]([CH3:18])([CH3:19])[C:15]([NH:35][CH2:34][C:31]1[CH:32]=[CH:33][C:28]([O:27][CH3:26])=[CH:29][CH:30]=1)=[O:17])[CH:9]=[CH:8][CH:7]=2)=[O:22])[CH3:25], predict the reactants needed to synthesize it. The reactants are: [NH2:1][C:2]1[C:11]2[C:6](=[CH:7][CH:8]=[CH:9][C:10]=2[O:12][CH2:13][C:14]([CH3:19])([CH3:18])[C:15]([OH:17])=O)[N:5]=[C:4]([CH3:20])[C:3]=1[C:21]([O:23][CH2:24][CH3:25])=[O:22].[CH3:26][O:27][C:28]1[CH:33]=[CH:32][C:31]([CH2:34][NH2:35])=[CH:30][CH:29]=1. (6) Given the product [CH2:19]([C:4]1[N:3]([CH2:27][C:28]([O:30][CH3:31])=[O:29])[C:2](=[O:1])[C:7]([NH:8][C:9](=[O:18])[CH2:10][CH2:11][C:12]2[CH:13]=[CH:14][CH:15]=[CH:16][CH:17]=2)=[CH:6][CH:5]=1)[CH2:20][CH2:21][CH3:22], predict the reactants needed to synthesize it. The reactants are: [O:1]=[C:2]1[C:7]([NH:8][C:9](=[O:18])[CH2:10][CH2:11][C:12]2[CH:17]=[CH:16][CH:15]=[CH:14][CH:13]=2)=[CH:6][CH:5]=[C:4]([CH2:19][CH2:20][C:21]2C=CC=C[CH:22]=2)[N:3]1[CH2:27][C:28]([O:30][CH3:31])=[O:29].[K+].[Br-]. (7) Given the product [O:18]([C:19]1[CH:20]=[N:21][CH:22]=[C:23]([C:4]2[CH:5]=[CH:6][CH:7]=[CH:8][C:3]=2[C:1]#[N:2])[CH:24]=1)[C@@H:17]1[S:26][CH2:27][C@@H:28]([OH:34])[C@H:29]([OH:30])[C@H:16]1[OH:15], predict the reactants needed to synthesize it. The reactants are: [C:1]([C:3]1[CH:8]=[CH:7][CH:6]=[CH:5][C:4]=1B(O)O)#[N:2].C([O:15][C@@H:16]1[C@@H:29]([O:30]C(=O)C)[C@H:28]([O:34]C(=O)C)[CH2:27][S:26][C@H:17]1[O:18][C:19]1[CH:20]=[N:21][CH:22]=[C:23](Br)[CH:24]=1)(=O)C.